This data is from Full USPTO retrosynthesis dataset with 1.9M reactions from patents (1976-2016). The task is: Predict the reactants needed to synthesize the given product. (1) Given the product [F:61][C:60]([F:63])([F:62])[C:58]([OH:64])=[O:59].[CH:10]1[C:11]2[CH:12]([CH2:14][O:15][C:16](=[O:57])[NH:17][CH2:18][CH2:19][CH2:20][CH2:21][CH:22]([NH:43][C:44](=[O:56])[CH:45]([NH:47][CH3:48])[CH3:46])[C:23](=[O:42])[N:24]3[CH:28]([C:29](=[O:41])[NH:30][CH:31]4[C:40]5[C:35](=[CH:36][CH:37]=[CH:38][CH:39]=5)[CH2:34][CH2:33][CH2:32]4)[CH2:27][S:26][CH2:25]3)[C:13]3[C:5](=[CH:4][CH:3]=[CH:2][CH:1]=3)[C:6]=2[CH:7]=[CH:8][CH:9]=1, predict the reactants needed to synthesize it. The reactants are: [CH:1]1[C:13]2[CH:12]([CH2:14][O:15][C:16](=[O:57])[NH:17][CH2:18][CH2:19][CH2:20][CH2:21][CH:22]([NH:43][C:44](=[O:56])[CH:45]([N:47](C(OC(C)(C)C)=O)[CH3:48])[CH3:46])[C:23](=[O:42])[N:24]3[CH:28]([C:29](=[O:41])[NH:30][CH:31]4[C:40]5[C:35](=[CH:36][CH:37]=[CH:38][CH:39]=5)[CH2:34][CH2:33][CH2:32]4)[CH2:27][S:26][CH2:25]3)[C:11]3[C:6](=[CH:7][CH:8]=[CH:9][CH:10]=3)[C:5]=2[CH:4]=[CH:3][CH:2]=1.[C:58]([OH:64])([C:60]([F:63])([F:62])[F:61])=[O:59]. (2) The reactants are: C(NC(C)C)(C)C.C([Li])CCC.[CH2:13]([C:20]1[CH:28]=[CH:27][CH:26]=[CH:25][C:21]=1[C:22]([OH:24])=O)[C:14]1[CH:19]=[CH:18][CH:17]=[CH:16][CH:15]=1.[CH2:29]([O:36][C:37]([N:39]1[CH2:44][CH2:43][CH:42]([C:45]#[N:46])[CH2:41][CH2:40]1)=[O:38])[C:30]1[CH:35]=[CH:34][CH:33]=[CH:32][CH:31]=1. Given the product [CH2:29]([O:36][C:37]([N:39]1[CH2:44][CH2:43][CH:42]([C:45]2[NH:46][C:22](=[O:24])[C:21]3[C:20]([C:13]=2[C:14]2[CH:15]=[CH:16][CH:17]=[CH:18][CH:19]=2)=[CH:28][CH:27]=[CH:26][CH:25]=3)[CH2:41][CH2:40]1)=[O:38])[C:30]1[CH:35]=[CH:34][CH:33]=[CH:32][CH:31]=1, predict the reactants needed to synthesize it. (3) Given the product [Br:1][C:2]1[CH:3]=[C:4]2[C:9](=[CH:10][CH:11]=1)[C:8](=[O:12])[NH:7][C:6](=[O:13])/[C:5]/2=[CH:14]/[O:45][CH3:41], predict the reactants needed to synthesize it. The reactants are: [Br:1][C:2]1[CH:3]=[C:4]2[C:9](=[CH:10][CH:11]=1)[C:8](=[O:12])[NH:7][C:6](=[O:13])/[C:5]/2=[CH:14]\NC1C=CC(N2C[C@H](C)N[C@H](C)C2)=C(C(F)(F)F)C=1.BrC1C=C2C(=CC=1)[C:41](=[O:45])NC(=O)C2=CNC1C=CC(N2CC(C)NC(C)C2)=CC=1.